Dataset: Peptide-MHC class I binding affinity with 185,985 pairs from IEDB/IMGT. Task: Regression. Given a peptide amino acid sequence and an MHC pseudo amino acid sequence, predict their binding affinity value. This is MHC class I binding data. (1) The peptide sequence is NPIPVGNIY. The MHC is HLA-B35:01 with pseudo-sequence HLA-B35:01. The binding affinity (normalized) is 0.938. (2) The peptide sequence is LATLKDMWK. The MHC is HLA-A26:02 with pseudo-sequence HLA-A26:02. The binding affinity (normalized) is 0.0847. (3) The peptide sequence is APRGFRAAF. The MHC is HLA-B40:01 with pseudo-sequence HLA-B40:01. The binding affinity (normalized) is 0.0847. (4) The peptide sequence is MTMRRRLFK. The MHC is HLA-B07:02 with pseudo-sequence HLA-B07:02. The binding affinity (normalized) is 0.0847. (5) The peptide sequence is DVLPFDIKYI. The MHC is HLA-A68:02 with pseudo-sequence HLA-A68:02. The binding affinity (normalized) is 0.456. (6) The peptide sequence is RRYGGGLVR. The MHC is HLA-B27:05 with pseudo-sequence HLA-B27:05. The binding affinity (normalized) is 0.619. (7) The peptide sequence is DFDGTPRLY. The MHC is HLA-B58:01 with pseudo-sequence HLA-B58:01. The binding affinity (normalized) is 0.0847.